This data is from NCI-60 drug combinations with 297,098 pairs across 59 cell lines. The task is: Regression. Given two drug SMILES strings and cell line genomic features, predict the synergy score measuring deviation from expected non-interaction effect. (1) Drug 1: CC1OCC2C(O1)C(C(C(O2)OC3C4COC(=O)C4C(C5=CC6=C(C=C35)OCO6)C7=CC(=C(C(=C7)OC)O)OC)O)O. Drug 2: C1CNP(=O)(OC1)N(CCCl)CCCl. Cell line: LOX IMVI. Synergy scores: CSS=31.5, Synergy_ZIP=2.63, Synergy_Bliss=3.29, Synergy_Loewe=-20.8, Synergy_HSA=2.38. (2) Drug 1: CCC(=C(C1=CC=CC=C1)C2=CC=C(C=C2)OCCN(C)C)C3=CC=CC=C3.C(C(=O)O)C(CC(=O)O)(C(=O)O)O. Drug 2: COC1=NC(=NC2=C1N=CN2C3C(C(C(O3)CO)O)O)N. Cell line: IGROV1. Synergy scores: CSS=-3.74, Synergy_ZIP=1.35, Synergy_Bliss=-0.645, Synergy_Loewe=-4.07, Synergy_HSA=-4.64.